Dataset: Catalyst prediction with 721,799 reactions and 888 catalyst types from USPTO. Task: Predict which catalyst facilitates the given reaction. Reactant: [C:1]([N:8]1[CH2:16][C@H:14]([OH:15])[CH2:13][C@H:9]1[C:10]([OH:12])=O)([O:3][C:4]([CH3:7])([CH3:6])[CH3:5])=[O:2].[NH:17]1[CH2:22][CH2:21][CH2:20][CH2:19][CH2:18]1.CN1CCOCC1.[B-](F)(F)(F)F.CN(C(ON1C(=O)C=CC=C1)=[N+](C)C)C. Product: [C:4]([O:3][C:1]([N:8]1[CH2:16][C@H:14]([OH:15])[CH2:13][C@H:9]1[C:10]([N:17]1[CH2:22][CH2:21][CH2:20][CH2:19][CH2:18]1)=[O:12])=[O:2])([CH3:5])([CH3:6])[CH3:7]. The catalyst class is: 2.